This data is from Catalyst prediction with 721,799 reactions and 888 catalyst types from USPTO. The task is: Predict which catalyst facilitates the given reaction. (1) Reactant: [O:1]1[CH2:6][CH2:5][N:4]([C:7]2[C:8]3[N:9]([C:13]([C:29]4[CH:30]=[CH:31][C:32]([N:35]5[CH2:40][CH2:39][N:38](C(OC(C)(C)C)=O)[CH2:37][CH2:36]5)=[N:33][CH:34]=4)=[C:14]([C:16](=[O:28])[NH:17][C:18]4[CH:27]=[CH:26][C:25]5[C:20](=[CH:21][CH:22]=[CH:23][CH:24]=5)[N:19]=4)[N:15]=3)[N:10]=[CH:11][CH:12]=2)[CH2:3][CH2:2]1.[C:48]([OH:54])([C:50]([F:53])([F:52])[F:51])=[O:49]. Product: [F:51][C:50]([F:53])([F:52])[C:48]([OH:54])=[O:49].[O:1]1[CH2:6][CH2:5][N:4]([C:7]2[C:8]3[N:9]([C:13]([C:29]4[CH:34]=[N:33][C:32]([N:35]5[CH2:36][CH2:37][NH:38][CH2:39][CH2:40]5)=[CH:31][CH:30]=4)=[C:14]([C:16]([NH:17][C:18]4[CH:27]=[CH:26][C:25]5[C:20](=[CH:21][CH:22]=[CH:23][CH:24]=5)[N:19]=4)=[O:28])[N:15]=3)[N:10]=[CH:11][CH:12]=2)[CH2:3][CH2:2]1. The catalyst class is: 2. (2) Reactant: [CH2:1]([OH:7])[C@@H:2]([OH:6])[CH2:3][CH2:4][OH:5].[CH3:8][C:9]([CH3:11])=O.O.C1(C)C=CC(S(O)(=O)=O)=CC=1. Product: [CH3:8][C:9]1([CH3:11])[O:6][C@@H:2]([CH2:3][CH2:4][OH:5])[CH2:1][O:7]1. The catalyst class is: 66.